Dataset: Forward reaction prediction with 1.9M reactions from USPTO patents (1976-2016). Task: Predict the product of the given reaction. (1) Given the reactants [Cl:1][C:2]1[C:3]([Si](C)(C)C)=[CH:4][C:5]2[N:6]([C:8]([C:11]3[CH:16]=[CH:15][CH:14]=[CH:13][C:12]=3[F:17])=[N:9][N:10]=2)[N:7]=1.[C:22]1(=[O:26])[CH2:25][CH2:24][CH2:23]1, predict the reaction product. The product is: [Cl:1][C:2]1[C:3]([C:22]2([OH:26])[CH2:25][CH2:24][CH2:23]2)=[CH:4][C:5]2[N:6]([C:8]([C:11]3[CH:16]=[CH:15][CH:14]=[CH:13][C:12]=3[F:17])=[N:9][N:10]=2)[N:7]=1. (2) Given the reactants CS(C1C=CC(N2CCCC2)=C(C=1)C(O)=O)(=O)=O.Cl[C:20]1[CH:28]=[CH:27][C:26]([S:29]([CH2:32][CH:33]2[CH2:35][CH2:34]2)(=[O:31])=[O:30])=[CH:25][C:21]=1[C:22]([OH:24])=[O:23].[NH:36]1[CH2:41][CH2:40][O:39][CH2:38][CH2:37]1, predict the reaction product. The product is: [CH:33]1([CH2:32][S:29]([C:26]2[CH:27]=[CH:28][C:20]([N:36]3[CH2:41][CH2:40][O:39][CH2:38][CH2:37]3)=[C:21]([CH:25]=2)[C:22]([OH:24])=[O:23])(=[O:31])=[O:30])[CH2:35][CH2:34]1.